Predict the reaction yield, written as a fraction of the theoretical maximum amount of product (1.0 means a 100% yield; for example, 0.34 means a 34% yield). From a dataset of Reaction yield outcomes from USPTO patents with 853,638 reactions. (1) The reactants are Cl.Cl.[N:3]1([C:9]([CH:11]2[CH2:16][CH2:15][CH2:14][N:13]([CH:17]3[CH2:22][CH2:21][NH:20][CH2:19][CH2:18]3)[CH2:12]2)=[O:10])[CH2:8][CH2:7][CH2:6][CH2:5][CH2:4]1.[NH2:23][C:24]1[S:25][C:26]2[C:35]([O:36][CH3:37])=[CH:34][CH:33]=[CH:32][C:27]=2[C:28]=1[C:29](O)=[O:30]. No catalyst specified. The product is [CH3:37][O:36][C:35]1[C:26]2[S:25][C:24]([NH2:23])=[C:28]([C:29]([N:20]3[CH2:19][CH2:18][CH:17]([N:13]4[CH2:14][CH2:15][CH2:16][CH:11]([C:9]([N:3]5[CH2:4][CH2:5][CH2:6][CH2:7][CH2:8]5)=[O:10])[CH2:12]4)[CH2:22][CH2:21]3)=[O:30])[C:27]=2[CH:32]=[CH:33][CH:34]=1. The yield is 0.590. (2) The yield is 0.740. The catalyst is C1(C)C=CC=CC=1. The reactants are [OH:1][C:2]1[CH:3]=[C:4]([O:14][C:15]2[CH:16]=[N:17][C:18]([S:21]([CH3:24])(=[O:23])=[O:22])=[CH:19][CH:20]=2)[CH:5]=[C:6]2[C:10]=1[NH:9][C:8]([C:11]([OH:13])=[O:12])=[CH:7]2.Cl.O.[CH3:27]O. The product is [OH:1][C:2]1[CH:3]=[C:4]([O:14][C:15]2[CH:16]=[N:17][C:18]([S:21]([CH3:24])(=[O:23])=[O:22])=[CH:19][CH:20]=2)[CH:5]=[C:6]2[C:10]=1[NH:9][C:8]([C:11]([O:13][CH3:27])=[O:12])=[CH:7]2. (3) The reactants are Cl.[F:2][C:3]1[CH:8]=[C:7]([O:9][C:10]([F:13])([F:12])[F:11])[CH:6]=[CH:5][C:4]=1[CH:14]1[CH2:19][CH:18]([C:20]([O:22][CH3:23])=[O:21])[CH2:17][CH2:16][NH:15]1.CCN(C(C)C)C(C)C.[C:33](Cl)(=[O:36])[O:34][CH3:35].Cl. The catalyst is ClCCl. The product is [F:2][C:3]1[CH:8]=[C:7]([O:9][C:10]([F:13])([F:12])[F:11])[CH:6]=[CH:5][C:4]=1[CH:14]1[CH2:19][CH:18]([C:20]([O:22][CH3:23])=[O:21])[CH2:17][CH2:16][N:15]1[C:33]([O:34][CH3:35])=[O:36]. The yield is 1.02. (4) The reactants are [C:9](O[C:9]([O:11][C:12]([CH3:15])([CH3:14])[CH3:13])=[O:10])([O:11][C:12]([CH3:15])([CH3:14])[CH3:13])=[O:10].[NH2:16][CH2:17][CH2:18][CH2:19][OH:20].O. The catalyst is ClCCl. The product is [C:12]([O:11][C:9]([NH:16][CH2:17][CH2:18][CH2:19][OH:20])=[O:10])([CH3:13])([CH3:14])[CH3:15]. The yield is 0.960. (5) The reactants are [F:1][C:2]([F:18])([F:17])[C:3](OC1C(F)=C(F)C(F)=C(F)C=1F)=[O:4].[NH2:19][C:20]1[CH:24]=[C:23]([CH2:25][C:26]([OH:28])=O)[NH:22][N:21]=1.N1C=CC=CC=1.[F:35][C:36]1[CH:37]=[C:38]([CH:40]=[CH:41][CH:42]=1)[NH2:39].Cl. The catalyst is CN(C)C=O. The product is [F:1][C:2]([F:18])([F:17])[C:3]([NH:19][C:20]1[CH:24]=[C:23]([CH2:25][C:26]([NH:39][C:38]2[CH:40]=[CH:41][CH:42]=[C:36]([F:35])[CH:37]=2)=[O:28])[NH:22][N:21]=1)=[O:4]. The yield is 0.300. (6) The reactants are [F:1][C:2]1[CH:3]=[CH:4][C:5]([NH:8][NH:9][C:10]([N:12]([CH3:14])[CH3:13])=O)=[N:6][CH:7]=1.C1C=CC(P(C2C=CC=CC=2)C2C=CC=CC=2)=CC=1.CCN(CC)CC.ClC(Cl)(Cl)C(Cl)(Cl)Cl. The catalyst is C1COCC1.CCOC(C)=O. The product is [F:1][C:2]1[CH:3]=[CH:4][C:5]2[N:6]([C:10]([N:12]([CH3:14])[CH3:13])=[N:9][N:8]=2)[CH:7]=1. The yield is 0.140. (7) The reactants are [Cl-].O[NH3+:3].[C:4](=[O:7])([O-])[OH:5].[Na+].CS(C)=O.[CH3:13][O:14][CH2:15][C:16]([CH3:51])([CH3:50])[O:17][C:18]1[CH:23]=[CH:22][C:21]([N:24]2[C:29](=[O:30])[C:28]([CH2:31][C:32]3[CH:37]=[CH:36][C:35]([C:38]4[C:39]([C:44]#[N:45])=[CH:40][CH:41]=[CH:42][CH:43]=4)=[CH:34][CH:33]=3)=[C:27]([CH2:46][CH2:47][CH3:48])[N:26]=[C:25]2[CH3:49])=[CH:20][CH:19]=1. The catalyst is O.C(OCC)(=O)C. The product is [CH3:13][O:14][CH2:15][C:16]([CH3:50])([CH3:51])[O:17][C:18]1[CH:19]=[CH:20][C:21]([N:24]2[C:29](=[O:30])[C:28]([CH2:31][C:32]3[CH:37]=[CH:36][C:35]([C:38]4[CH:43]=[CH:42][CH:41]=[CH:40][C:39]=4[C:44]4[NH:3][C:4](=[O:7])[O:5][N:45]=4)=[CH:34][CH:33]=3)=[C:27]([CH2:46][CH2:47][CH3:48])[N:26]=[C:25]2[CH3:49])=[CH:22][CH:23]=1. The yield is 0.410.